The task is: Predict the product of the given reaction.. This data is from Forward reaction prediction with 1.9M reactions from USPTO patents (1976-2016). (1) Given the reactants [O:1]=[C:2]1[C@@H:8]2[CH2:9][CH2:10][C@H:11]([C:13]([O:15]C)=[O:14])[CH2:12][N:7]2[C:6](=[O:17])[C:5]2[CH:18]=[CH:19][CH:20]=[CH:21][C:4]=2[NH:3]1.[Li+].[OH-].Cl, predict the reaction product. The product is: [O:1]=[C:2]1[C@@H:8]2[CH2:9][CH2:10][C@H:11]([C:13]([OH:15])=[O:14])[CH2:12][N:7]2[C:6](=[O:17])[C:5]2[CH:18]=[CH:19][CH:20]=[CH:21][C:4]=2[NH:3]1. (2) Given the reactants [CH2:1]([O:3][P:4]([C:9]1[C:13]([P:14]([O:19][CH2:20][CH3:21])([O:16][CH2:17][CH3:18])=[O:15])=[CH:12][S:11][C:10]=1I)([O:6][CH2:7][CH3:8])=[O:5])[CH3:2].C([Sn](CCCC)(CCCC)[C:28]1[S:29][CH:30]=[CH:31][CH:32]=1)CCC.Cl, predict the reaction product. The product is: [CH2:1]([O:3][P:4]([C:9]1[C:13]([P:14]([O:19][CH2:20][CH3:21])([O:16][CH2:17][CH3:18])=[O:15])=[CH:12][S:11][C:10]=1[C:28]1[S:29][CH:30]=[CH:31][CH:32]=1)([O:6][CH2:7][CH3:8])=[O:5])[CH3:2]. (3) Given the reactants C([Li])CCC.Br[C:7]1[CH:8]=[N:9][CH:10]=[C:11]([O:13][CH:14]([CH3:16])[CH3:15])[CH:12]=1.C1COCC1.C([O:25][B:26](OC(C)C)[O:27]C(C)C)(C)C, predict the reaction product. The product is: [CH:14]([O:13][C:11]1[CH:12]=[C:7]([B:26]([OH:27])[OH:25])[CH:8]=[N:9][CH:10]=1)([CH3:16])[CH3:15]. (4) Given the reactants C(OC([N:8]1[C:17]2[C:12](=[CH:13][C:14]([C:18]3[CH:19]=[N:20][CH:21]=[C:22]([Br:24])[CH:23]=3)=[CH:15][N:16]=2)[CH2:11][CH2:10][CH2:9]1)=O)(C)(C)C.FC(F)(F)C(O)=O.C([O-])(O)=O.[Na+].CCOC(C)=O, predict the reaction product. The product is: [Br:24][C:22]1[CH:23]=[C:18]([C:14]2[CH:13]=[C:12]3[C:17](=[N:16][CH:15]=2)[NH:8][CH2:9][CH2:10][CH2:11]3)[CH:19]=[N:20][CH:21]=1.